This data is from Forward reaction prediction with 1.9M reactions from USPTO patents (1976-2016). The task is: Predict the product of the given reaction. (1) Given the reactants [NH2:1][C:2]1[N:6]=[CH:5][NH:4][N:3]=1.[C:7]([N+:11]#[C-:12])([CH3:10])([CH3:9])[CH3:8].[CH:13](=O)[CH3:14], predict the reaction product. The product is: [C:7]([NH:11][C:12]1[N:3]2[NH:4][CH:5]=[N:6][C:2]2=[N:1][C:13]=1[CH3:14])([CH3:10])([CH3:9])[CH3:8]. (2) Given the reactants [NH2:1][C@@H:2]1[CH2:7][CH2:6][N:5]([C:8]([O:10][C:11]([CH3:14])([CH3:13])[CH3:12])=[O:9])[CH2:4][C@@H:3]1[F:15].Br[CH2:17][CH:18]1[O:22][CH2:21][CH2:20][O:19]1.C(=O)([O-])[O-].[K+].[K+], predict the reaction product. The product is: [O:19]1[CH2:20][CH2:21][O:22][CH:18]1[CH2:17][NH:1][C@@H:2]1[CH2:7][CH2:6][N:5]([C:8]([O:10][C:11]([CH3:12])([CH3:14])[CH3:13])=[O:9])[CH2:4][C@@H:3]1[F:15]. (3) Given the reactants Br[C:2]1[CH:14]=[CH:13][C:12]2[C:11]3[C:6](=[CH:7][CH:8]=[CH:9][CH:10]=3)[N:5]([C:15]3[CH:20]=[CH:19][CH:18]=[CH:17][CH:16]=3)[C:4]=2[CH:3]=1.[NH:21]1[CH:25]=[CH:24][CH:23]=[N:22]1.C(=O)([O-])[O-].[K+].[K+].N1CCC[C@H]1C(O)=O, predict the reaction product. The product is: [C:4]1([N:5]2[C:6]3[CH:11]=[C:10]([N:21]4[CH:25]=[CH:24][CH:23]=[N:22]4)[CH:9]=[CH:8][C:7]=3[C:20]3[C:15]2=[CH:16][CH:17]=[CH:18][CH:19]=3)[CH:12]=[CH:13][CH:14]=[CH:2][CH:3]=1. (4) Given the reactants [C:1]([OH:12])(=O)/[CH:2]=[CH:3]/[CH2:4][CH2:5][CH2:6][CH2:7][CH2:8][CH2:9][CH3:10].[CH2:13]([NH2:17])[CH2:14][CH2:15][CH3:16], predict the reaction product. The product is: [CH2:13]([NH:17][C:1](=[O:12])/[CH:2]=[CH:3]/[CH2:4][CH2:5][CH2:6][CH2:7][CH2:8][CH2:9][CH3:10])[CH2:14][CH2:15][CH3:16]. (5) Given the reactants Cl[Si](C)(C)C.C([NH:14][C:15]1[N:23]=[CH:22][N:21]=[C:20]2[C:16]=1[N:17]=[CH:18][N:19]2[C@@H]1O[C@H](CO)[C@@H](O)[C@@H]1O)(=O)C1C=CC=CC=1, predict the reaction product. The product is: [N:23]1[C:15]([NH2:14])=[C:16]2[C:20]([N:19]=[CH:18][NH:17]2)=[N:21][CH:22]=1. (6) Given the reactants [Cl:1][C:2]1[CH:7]=[C:6](F)[CH:5]=[CH:4][N:3]=1.[NH2:9][CH2:10][CH2:11][N:12]1[C:17](=[O:18])[CH:16]=[CH:15][C:14]([C:19]2[S:20][CH:21]=[C:22]([CH3:24])[CH:23]=2)=[N:13]1.C([O-])([O-])=O.[K+].[K+].C([O-])(O)=O.[Na+], predict the reaction product. The product is: [Cl:1][C:2]1[CH:7]=[C:6]([NH:9][CH2:10][CH2:11][N:12]2[C:17](=[O:18])[CH:16]=[CH:15][C:14]([C:19]3[S:20][CH:21]=[C:22]([CH3:24])[CH:23]=3)=[N:13]2)[CH:5]=[CH:4][N:3]=1.